From a dataset of Full USPTO retrosynthesis dataset with 1.9M reactions from patents (1976-2016). Predict the reactants needed to synthesize the given product. (1) Given the product [F:21][C:22]1[CH:23]=[C:24]([CH:28]=[C:29]([N:31]2[CH2:36][CH2:35][O:34][CH2:33][CH2:32]2)[CH:30]=1)[C:25]([NH:20][C:13]1[C:14]2[C:19](=[CH:18][CH:17]=[CH:16][CH:15]=2)[C:10]([NH:9][CH2:8][CH2:7][N:1]2[CH2:6][CH2:5][O:4][CH2:3][CH2:2]2)=[CH:11][CH:12]=1)=[O:26], predict the reactants needed to synthesize it. The reactants are: [N:1]1([CH2:7][CH2:8][NH:9][C:10]2[C:19]3[C:14](=[CH:15][CH:16]=[CH:17][CH:18]=3)[C:13]([NH2:20])=[CH:12][CH:11]=2)[CH2:6][CH2:5][O:4][CH2:3][CH2:2]1.[F:21][C:22]1[CH:23]=[C:24]([CH:28]=[C:29]([N:31]2[CH2:36][CH2:35][O:34][CH2:33][CH2:32]2)[CH:30]=1)[C:25](O)=[O:26].CN(C(ON1N=NC2C=CC=CC1=2)=[N+](C)C)C.F[P-](F)(F)(F)(F)F.C(N(C(C)C)CC)(C)C. (2) The reactants are: [C:1]1([C:11](Cl)=[O:12])[C:10]2[C:5](=[CH:6][CH:7]=[CH:8][CH:9]=2)[CH:4]=[CH:3][CH:2]=1.[N:14]1([C:20]([O:22][C:23]([CH3:26])([CH3:25])[CH3:24])=[O:21])[CH2:19][CH2:18][NH:17][CH2:16][CH2:15]1.C(N(C(C)C)CC)(C)C. Given the product [C:1]1([C:11]([N:17]2[CH2:16][CH2:15][N:14]([C:20]([O:22][C:23]([CH3:26])([CH3:25])[CH3:24])=[O:21])[CH2:19][CH2:18]2)=[O:12])[C:10]2[C:5](=[CH:6][CH:7]=[CH:8][CH:9]=2)[CH:4]=[CH:3][CH:2]=1, predict the reactants needed to synthesize it. (3) Given the product [C:4]([C:6]1([CH3:19])[CH2:7][CH2:8][N:9]([C:12]([O:14][C:15]([CH3:16])([CH3:17])[CH3:18])=[O:13])[CH2:10][CH2:11]1)(=[O:5])[CH3:21], predict the reactants needed to synthesize it. The reactants are: CON(C)[C:4]([C:6]1([CH3:19])[CH2:11][CH2:10][N:9]([C:12]([O:14][C:15]([CH3:18])([CH3:17])[CH3:16])=[O:13])[CH2:8][CH2:7]1)=[O:5].[CH3:21][Mg+].[Br-]. (4) Given the product [C:25]1([CH3:35])[CH:30]=[CH:29][C:28]([S:31]([O:1][CH2:2][CH2:3][CH2:4][CH2:5][C:6]2[CH:11]=[CH:10][C:9]([CH2:12][CH2:13][O:14][C:15]3[C:24]4[C:19](=[CH:20][CH:21]=[CH:22][CH:23]=4)[N:18]=[CH:17][N:16]=3)=[CH:8][CH:7]=2)(=[O:33])=[O:32])=[CH:27][CH:26]=1, predict the reactants needed to synthesize it. The reactants are: [OH:1][CH2:2][CH2:3][CH2:4][CH2:5][C:6]1[CH:11]=[CH:10][C:9]([CH2:12][CH2:13][O:14][C:15]2[C:24]3[C:19](=[CH:20][CH:21]=[CH:22][CH:23]=3)[N:18]=[CH:17][N:16]=2)=[CH:8][CH:7]=1.[C:25]1([CH3:35])[CH:30]=[CH:29][C:28]([S:31](Cl)(=[O:33])=[O:32])=[CH:27][CH:26]=1. (5) Given the product [Br:21][C:22]1[CH:23]=[C:24]([S:31]([N:8]2[CH2:7][CH2:6][C:5]3[C:10](=[CH:11][C:2]([F:1])=[CH:3][CH:4]=3)[CH2:9]2)(=[O:32])=[O:33])[CH:25]=[C:26]([N+:28]([O-:30])=[O:29])[CH:27]=1, predict the reactants needed to synthesize it. The reactants are: [F:1][C:2]1[CH:11]=[C:10]2[C:5]([CH2:6][CH2:7][NH:8][CH2:9]2)=[CH:4][CH:3]=1.CCN(C(C)C)C(C)C.[Br:21][C:22]1[CH:23]=[C:24]([S:31](Cl)(=[O:33])=[O:32])[CH:25]=[C:26]([N+:28]([O-:30])=[O:29])[CH:27]=1. (6) Given the product [CH2:1]([O:3][C:4]([C:6]1[NH:7][C:8]([CH:11]=[O:13])=[CH:9][CH:10]=1)=[O:5])[CH3:2], predict the reactants needed to synthesize it. The reactants are: [CH2:1]([O:3][C:4]([C:6]1[NH:7][C:8]([C:11]#N)=[CH:9][CH:10]=1)=[O:5])[CH3:2].[OH-:13].[Na+]. (7) Given the product [F:20][C:21]1[CH:26]=[CH:25][C:24]([NH:27][C:28](=[O:29])[NH:1][C:2]2[CH:3]=[CH:4][C:5]([C:8]3[C:16]4[C:11](=[N:12][CH:13]=[CH:14][CH:15]=4)[NH:10][C:9]=3[C:17]([NH2:19])=[O:18])=[CH:6][CH:7]=2)=[CH:23][CH:22]=1, predict the reactants needed to synthesize it. The reactants are: [NH2:1][C:2]1[CH:7]=[CH:6][C:5]([C:8]2[C:16]3[C:11](=[N:12][CH:13]=[CH:14][CH:15]=3)[NH:10][C:9]=2[C:17]([NH2:19])=[O:18])=[CH:4][CH:3]=1.[F:20][C:21]1[CH:26]=[CH:25][C:24]([N:27]=[C:28]=[O:29])=[CH:23][CH:22]=1. (8) The reactants are: [CH3:1][O:2][C:3]1[CH:8]=[CH:7][C:6]([C:9]([C:11]2[C:27]([O:28][CH3:29])=[CH:26][C:14]3[CH2:15][CH2:16][N:17]([C:20](=[O:25])[C:21]([F:24])([F:23])[F:22])[CH2:18][CH2:19][C:13]=3[CH:12]=2)=O)=[CH:5][CH:4]=1.[SiH](CC)(CC)CC. Given the product [CH3:29][O:28][C:27]1[C:11]([CH2:9][C:6]2[CH:5]=[CH:4][C:3]([O:2][CH3:1])=[CH:8][CH:7]=2)=[CH:12][C:13]2[CH2:19][CH2:18][N:17]([C:20](=[O:25])[C:21]([F:24])([F:22])[F:23])[CH2:16][CH2:15][C:14]=2[CH:26]=1, predict the reactants needed to synthesize it. (9) Given the product [CH2:1]([O:3][C:4]([N:6]1[CH2:11][CH2:10][C@H:9]([NH2:12])[C@H:8]([O:21][CH2:22][CH:23]2[CH2:24][CH2:25]2)[CH2:7]1)=[O:5])[CH3:2], predict the reactants needed to synthesize it. The reactants are: [CH2:1]([O:3][C:4]([N:6]1[CH2:11][CH2:10][CH:9]([NH:12]C(C2C=CC=CC=2)C)[CH:8]([O:21][CH2:22][CH:23]2[CH2:25][CH2:24]2)[CH2:7]1)=[O:5])[CH3:2].C([O-])=O.[NH4+].